The task is: Predict the product of the given reaction.. This data is from Forward reaction prediction with 1.9M reactions from USPTO patents (1976-2016). (1) Given the reactants [N:1]1([C:7](=[O:12])[C:8]([S:10][CH3:11])=S)[CH2:6][CH2:5][O:4][CH2:3][CH2:2]1.S(=O)(=O)(O)O.[NH2:18][CH2:19]C#N.C([N:24](CC)CC)C, predict the reaction product. The product is: [N:1]1([C:7]([C:8]2[S:10][C:11]([NH2:24])=[CH:19][N:18]=2)=[O:12])[CH2:6][CH2:5][O:4][CH2:3][CH2:2]1. (2) Given the reactants [ClH:1].[Br:2][C:3]1[CH:21]=[CH:20][C:6]([CH2:7][N:8]2[C:12](=[O:13])[C:11]3([CH2:18][CH2:17][NH:16][CH2:15][CH2:14]3)[NH:10][C:9]2=[O:19])=[CH:5][CH:4]=1.[C:22]1([CH:28]([C:32]2[CH:37]=[CH:36][CH:35]=[CH:34][CH:33]=2)[CH2:29][CH2:30]Br)[CH:27]=[CH:26][CH:25]=[CH:24][CH:23]=1.C(=O)([O-])[O-].[K+].[K+].O, predict the reaction product. The product is: [ClH:1].[Br:2][C:3]1[CH:4]=[CH:5][C:6]([CH2:7][N:8]2[C:12](=[O:13])[C:11]3([CH2:14][CH2:15][N:16]([CH2:30][CH2:29][CH:28]([C:22]4[CH:27]=[CH:26][CH:25]=[CH:24][CH:23]=4)[C:32]4[CH:37]=[CH:36][CH:35]=[CH:34][CH:33]=4)[CH2:17][CH2:18]3)[NH:10][C:9]2=[O:19])=[CH:20][CH:21]=1. (3) Given the reactants [CH3:1][O:2][CH2:3][N:4]1[C:9]2[CH:10]=[C:11]([CH2:14]/[CH:15]=[CH:16]/[C:17](OCC)=[O:18])[CH:12]=[CH:13][C:8]=2[S:7][C:6]2[N:22]=[CH:23][CH:24]=[N:25][C:5]1=2.[H-], predict the reaction product. The product is: [CH3:1][O:2][CH2:3][N:4]1[C:9]2[CH:10]=[C:11]([CH2:14][CH:15]=[CH:16][CH2:17][OH:18])[CH:12]=[CH:13][C:8]=2[S:7][C:6]2[N:22]=[CH:23][CH:24]=[N:25][C:5]1=2. (4) Given the reactants [F:1][C:2]1[CH:7]=[CH:6][CH:5]=[CH:4][C:3]=1[N:8]1[C:16]2[C:11](=[C:12]([N:17]3[CH2:21][CH2:20][N:19]([CH2:22][C:23](O)=[O:24])[C:18]3=[O:26])[CH:13]=[CH:14][CH:15]=2)[CH:10]=[N:9]1.[NH2:27][C@@H:28]1[CH2:32][CH2:31][O:30][CH2:29]1.C(N(C(C)C)C(C)C)C.CN(C(ON1N=NC2C=CC=NC1=2)=[N+](C)C)C.F[P-](F)(F)(F)(F)F, predict the reaction product. The product is: [F:1][C:2]1[CH:7]=[CH:6][CH:5]=[CH:4][C:3]=1[N:8]1[C:16]2[C:11](=[C:12]([N:17]3[CH2:21][CH2:20][N:19]([CH2:22][C:23]([NH:27][C@@H:28]4[CH2:32][CH2:31][O:30][CH2:29]4)=[O:24])[C:18]3=[O:26])[CH:13]=[CH:14][CH:15]=2)[CH:10]=[N:9]1. (5) Given the reactants C([O:5][C:6](=[O:36])[CH2:7][C@@H:8]1[C:12](=[O:13])[N:11]([C@H:14]([C:23]2[NH:24][C:25]([C:28]3[CH:33]=[CH:32][C:31]([I:34])=[CH:30][CH:29]=3)=[CH:26][N:27]=2)[C@H:15]([C:17]2[CH:22]=[CH:21][CH:20]=[CH:19][CH:18]=2)[CH3:16])[C:10](=[O:35])[NH:9]1)(C)(C)C.Cl.O1CCOCC1, predict the reaction product. The product is: [I:34][C:31]1[CH:30]=[CH:29][C:28]([C:25]2[NH:24][C:23]([C@@H:14]([N:11]3[C:12](=[O:13])[C@@H:8]([CH2:7][C:6]([OH:36])=[O:5])[NH:9][C:10]3=[O:35])[C@H:15]([C:17]3[CH:22]=[CH:21][CH:20]=[CH:19][CH:18]=3)[CH3:16])=[N:27][CH:26]=2)=[CH:33][CH:32]=1. (6) Given the reactants [CH3:1][C@H:2]1[C@@H:7]2[CH2:8][CH2:9][C:10]3[CH:11]=[N:12][C:13]([C:16]4[CH:17]=[N:18][CH:19]=[N:20][CH:21]=4)=[N:14][C:15]=3[C@@:6]2([C:22]2[CH:27]=[CH:26][CH:25]=[CH:24][CH:23]=2)[CH2:5][CH:4]([C:28]#[N:29])[C:3]1=[O:30].BrN1C(C)(C)C(=O)N(Br)C1=O.N1C=CC=CC=1, predict the reaction product. The product is: [CH3:1][C@H:2]1[C@@H:7]2[CH2:8][CH2:9][C:10]3[CH:11]=[N:12][C:13]([C:16]4[CH:17]=[N:18][CH:19]=[N:20][CH:21]=4)=[N:14][C:15]=3[C@@:6]2([C:22]2[CH:27]=[CH:26][CH:25]=[CH:24][CH:23]=2)[CH:5]=[C:4]([C:28]#[N:29])[C:3]1=[O:30]. (7) Given the reactants O[C:2]1[C:11]2[C:6](=[N:7][CH:8]=[CH:9][CH:10]=2)[N:5]([C:12]2[CH:17]=[CH:16][CH:15]=[CH:14][CH:13]=2)[C:4](=[O:18])[C:3]=1[C:19](=O)[CH2:20][CH2:21][CH2:22][C:23]1[CH:28]=[CH:27][CH:26]=[CH:25][CH:24]=1.O.[NH2:31][NH2:32].O, predict the reaction product. The product is: [C:12]1([N:5]2[C:6]3[N:7]=[CH:8][CH:9]=[CH:10][C:11]=3[C:2]3[NH:31][N:32]=[C:19]([CH2:20][CH2:21][CH2:22][C:23]4[CH:28]=[CH:27][CH:26]=[CH:25][CH:24]=4)[C:3]=3[C:4]2=[O:18])[CH:17]=[CH:16][CH:15]=[CH:14][CH:13]=1.